From a dataset of Full USPTO retrosynthesis dataset with 1.9M reactions from patents (1976-2016). Predict the reactants needed to synthesize the given product. (1) Given the product [CH2:14]([O:13][C:11]([NH:2][CH2:3][CH2:4][C:5]([O:7][CH2:8][CH3:9])=[O:6])=[O:12])[C:15]1[CH:20]=[CH:19][CH:18]=[CH:17][CH:16]=1, predict the reactants needed to synthesize it. The reactants are: Cl.[NH2:2][CH2:3][CH2:4][C:5]([O:7][CH2:8][CH3:9])=[O:6].Cl[C:11]([O:13][CH2:14][C:15]1[CH:20]=[CH:19][CH:18]=[CH:17][CH:16]=1)=[O:12].C(N(CC)CC)C. (2) Given the product [CH:1]([N:14]1[CH2:17][CH:16]([CH2:18][O:19][C:20]2[C:32]([CH:35]3[CH2:37][CH2:36]3)=[CH:31][C:23]([C:24]([NH:26][S:27]([CH3:30])(=[O:29])=[O:28])=[O:25])=[C:22]([F:34])[CH:21]=2)[CH2:15]1)([C:8]1[CH:13]=[CH:12][CH:11]=[CH:10][CH:9]=1)[C:2]1[CH:7]=[CH:6][CH:5]=[CH:4][CH:3]=1, predict the reactants needed to synthesize it. The reactants are: [CH:1]([N:14]1[CH2:17][CH:16]([CH2:18][O:19][C:20]2[C:32](Cl)=[CH:31][C:23]([C:24]([NH:26][S:27]([CH3:30])(=[O:29])=[O:28])=[O:25])=[C:22]([F:34])[CH:21]=2)[CH2:15]1)([C:8]1[CH:13]=[CH:12][CH:11]=[CH:10][CH:9]=1)[C:2]1[CH:7]=[CH:6][CH:5]=[CH:4][CH:3]=1.[CH:35]1(B(O)O)[CH2:37][CH2:36]1.P([O-])([O-])([O-])=O.[K+].[K+].[K+].F[B-](F)(F)F.C1(P(C2CCCCC2)C2CCCCC2)CCCCC1. (3) Given the product [Br:10][C:11]1[CH:16]=[CH:15][C:14]([C:17]([C:6]2[CH:5]=[C:4]([CH3:8])[C:3]([OH:9])=[C:2]([CH3:1])[CH:7]=2)([CH2:20][CH3:21])[CH2:18][CH3:19])=[CH:13][C:12]=1[CH3:23], predict the reactants needed to synthesize it. The reactants are: [CH3:1][C:2]1[CH:7]=[CH:6][CH:5]=[C:4]([CH3:8])[C:3]=1[OH:9].[Br:10][C:11]1[CH:16]=[CH:15][C:14]([C:17](O)([CH2:20][CH3:21])[CH2:18][CH3:19])=[CH:13][C:12]=1[CH3:23]. (4) Given the product [NH2:21][C:11]1[C:10]([C:8]2[CH:7]=[CH:6][N:5]=[C:4]([NH:22][C:23]3[CH:28]=[CH:27][CH:26]=[CH:25][CH:24]=3)[N:9]=2)=[C:14]([C:15]2[CH:20]=[CH:19][CH:18]=[CH:17][CH:16]=2)[NH:13][N:12]=1, predict the reactants needed to synthesize it. The reactants are: CS([C:4]1[N:9]=[C:8]([C:10]2[C:11]([NH2:21])=[N:12][NH:13][C:14]=2[C:15]2[CH:20]=[CH:19][CH:18]=[CH:17][CH:16]=2)[CH:7]=[CH:6][N:5]=1)=O.[NH2:22][C:23]1[CH:28]=[CH:27][CH:26]=[CH:25][CH:24]=1. (5) Given the product [OH:47][C@@H:45]([C@@H:40]1[NH:39][C:38](=[O:48])[C@H:37]([C@H:49]([OH:56])[C@H:50]([CH3:55])[CH2:51][CH2:52][CH2:53][CH3:54])[N:36]([CH3:57])[C:35](=[O:58])[C@H:34]([CH:59]([CH3:60])[CH3:61])[N:33]([CH3:62])[C:32](=[O:63])[C@H:31]([CH2:64][CH:65]([CH3:67])[CH3:66])[NH:30][C:29](=[O:68])[C@H:28]([CH2:69][CH:70]([CH3:71])[CH3:72])[N:27]([CH3:73])[C:26](=[O:74])[C@@H:25]([CH3:75])[NH:24][C:23](=[O:76])[C@H:22]([CH3:77])[NH:21][C:20](=[O:78])[C@H:19]([CH2:79][CH:80]([CH3:81])[CH3:82])[N:18]([CH3:83])[C:17](=[O:84])[C@H:16]([CH2:85][CH:86]([CH3:88])[CH3:87])[NH:15][C:14](=[O:89])[C@H:13]([CH2:90][CH:91]([CH3:93])[CH3:92])[N:12]([CH3:94])[C:11](=[O:95])[C@@H:10]([CH2:9][OH:8])[N:42]([CH3:43])[C:41]1=[O:44])[CH3:46], predict the reactants needed to synthesize it. The reactants are: C([O:8][CH2:9][C@H:10]1[N:42]([CH3:43])[C:41](=[O:44])[C@H:40]([C@H:45]([OH:47])[CH3:46])[NH:39][C:38](=[O:48])[C@H:37]([C@H:49]([OH:56])[C@H:50]([CH3:55])[CH2:51][CH2:52][CH2:53][CH3:54])[N:36]([CH3:57])[C:35](=[O:58])[C@H:34]([CH:59]([CH3:61])[CH3:60])[N:33]([CH3:62])[C:32](=[O:63])[C@H:31]([CH2:64][CH:65]([CH3:67])[CH3:66])[NH:30][C:29](=[O:68])[C@H:28]([CH2:69][CH:70]([CH3:72])[CH3:71])[N:27]([CH3:73])[C:26](=[O:74])[C@@H:25]([CH3:75])[NH:24][C:23](=[O:76])[C@H:22]([CH3:77])[NH:21][C:20](=[O:78])[C@H:19]([CH2:79][CH:80]([CH3:82])[CH3:81])[N:18]([CH3:83])[C:17](=[O:84])[C@H:16]([CH2:85][CH:86]([CH3:88])[CH3:87])[NH:15][C:14](=[O:89])[C@H:13]([CH2:90][CH:91]([CH3:93])[CH3:92])[N:12]([CH3:94])[C:11]1=[O:95])C1C=CC=CC=1. (6) The reactants are: Cl[C:2]1[CH:7]=[CH:6][C:5]([C:8]2[N:13]=[C:12]([N:14]3[CH2:19][CH2:18][O:17][CH2:16][CH2:15]3)[CH:11]=[CH:10][N:9]=2)=[CH:4][CH:3]=1.[CH:20]1([NH:23][C:24](=[O:41])[NH:25]C2C=CC(B3OC(C)(C)C(C)(C)O3)=CC=2)[CH2:22][CH2:21]1.C([O-])([O-])=O.[Cs+].[Cs+]. Given the product [CH:20]1([NH:23][C:24]([NH:25][C:2]2[CH:7]=[CH:6][C:5]([C:8]3[N:13]=[C:12]([N:14]4[CH2:19][CH2:18][O:17][CH2:16][CH2:15]4)[CH:11]=[CH:10][N:9]=3)=[CH:4][CH:3]=2)=[O:41])[CH2:22][CH2:21]1, predict the reactants needed to synthesize it. (7) Given the product [CH2:1]([O:5][C:6]([C:8]1[N:9]=[C:10]([C:37]#[N:39])[C:11]2[C:16]([C:17]=1[OH:18])=[CH:15][C:14]([O:19][C:20]1[CH:34]=[CH:33][C:23]3[N:24]=[C:25]([N:27]4[CH2:32][CH2:31][O:30][CH2:29][CH2:28]4)[S:26][C:22]=3[CH:21]=1)=[CH:13][CH:12]=2)=[O:7])[CH2:2][CH2:3][CH3:4], predict the reactants needed to synthesize it. The reactants are: [CH2:1]([O:5][C:6]([C:8]1[N:9]=[C:10](Cl)[C:11]2[C:16]([C:17]=1[OH:18])=[CH:15][C:14]([O:19][C:20]1[CH:34]=[CH:33][C:23]3[N:24]=[C:25]([N:27]4[CH2:32][CH2:31][O:30][CH2:29][CH2:28]4)[S:26][C:22]=3[CH:21]=1)=[CH:13][CH:12]=2)=[O:7])[CH2:2][CH2:3][CH3:4].C[C:37]([N:39](C)C)=O.